This data is from Reaction yield outcomes from USPTO patents with 853,638 reactions. The task is: Predict the reaction yield, written as a fraction of the theoretical maximum amount of product (1.0 means a 100% yield; for example, 0.34 means a 34% yield). (1) The reactants are C(O[C:5](=[O:16])[NH:6][C:7]1[CH:12]=[CH:11][C:10]([N+:13]([O-:15])=[O:14])=[CH:9][N:8]=1)(C)=C.C[N:18]1[CH2:22][CH2:21][CH2:20][CH2:19]1.N1CCCC1. The catalyst is O1CCCC1.C(OCC)C. The product is [N+:13]([C:10]1[CH:11]=[CH:12][C:7]([NH:6][C:5]([N:18]2[CH2:22][CH2:21][CH2:20][CH2:19]2)=[O:16])=[N:8][CH:9]=1)([O-:15])=[O:14]. The yield is 0.710. (2) The reactants are S(C1C=CC(C)=CC=1)([O-])(=O)=O.[NH2:12][C@@H:13]([CH3:22])[C:14]([O:16][CH2:17][C:18]([CH3:21])([CH3:20])[CH3:19])=[O:15].[Cl:23][P:24]([O:27][C:28]1[CH:29]=[C:30]2[C:35](=[CH:36][CH:37]=1)[CH:34]=[C:33]([C@H:38]([CH3:43])[C:39]([O:41][CH3:42])=[O:40])[CH:32]=[CH:31]2)(Cl)=[O:25]. The catalyst is C(Cl)Cl. The yield is 0.830. The product is [Cl:23][P:24]([O:27][C:28]1[CH:29]=[C:30]2[C:35](=[CH:36][CH:37]=1)[CH:34]=[C:33]([C@H:38]([CH3:43])[C:39]([O:41][CH3:42])=[O:40])[CH:32]=[CH:31]2)([NH:12][C@@H:13]([CH3:22])[C:14]([O:16][CH2:17][C:18]([CH3:21])([CH3:20])[CH3:19])=[O:15])=[O:25]. (3) The reactants are Br[C:2]1[CH:7]=[CH:6][C:5]([C:8](=[O:19])[CH2:9][CH:10]([CH2:16][CH2:17][CH3:18])[C:11]([O:13][CH2:14][CH3:15])=[O:12])=[CH:4][CH:3]=1.[N+:20]([C:23]1[CH:28]=[CH:27][C:26](B(O)O)=[CH:25][CH:24]=1)([O-:22])=[O:21].C(=O)([O-])[O-].[Na+].[Na+]. The catalyst is C1(C)C=CC=CC=1.O1CCOCC1. The product is [N+:20]([C:23]1[CH:28]=[CH:27][C:26]([C:2]2[CH:7]=[CH:6][C:5]([C:8](=[O:19])[CH2:9][CH:10]([CH2:16][CH2:17][CH3:18])[C:11]([O:13][CH2:14][CH3:15])=[O:12])=[CH:4][CH:3]=2)=[CH:25][CH:24]=1)([O-:22])=[O:21]. The yield is 0.480.